This data is from Peptide-MHC class I binding affinity with 185,985 pairs from IEDB/IMGT. The task is: Regression. Given a peptide amino acid sequence and an MHC pseudo amino acid sequence, predict their binding affinity value. This is MHC class I binding data. (1) The peptide sequence is FLPSDYFPSV. The MHC is Mamu-A01 with pseudo-sequence Mamu-A01. The binding affinity (normalized) is 0.340. (2) The peptide sequence is YVFPVIFSK. The MHC is HLA-A02:01 with pseudo-sequence HLA-A02:01. The binding affinity (normalized) is 0.268. (3) The peptide sequence is DYNFVKQLF. The MHC is HLA-B40:02 with pseudo-sequence HLA-B40:02. The binding affinity (normalized) is 0.0485. (4) The peptide sequence is GIRCVSNLDI. The binding affinity (normalized) is 0. The MHC is HLA-A02:01 with pseudo-sequence HLA-A02:01. (5) The peptide sequence is YMLMGFQLK. The MHC is HLA-B57:01 with pseudo-sequence HLA-B57:01. The binding affinity (normalized) is 0.0847.